From a dataset of Reaction yield outcomes from USPTO patents with 853,638 reactions. Predict the reaction yield, written as a fraction of the theoretical maximum amount of product (1.0 means a 100% yield; for example, 0.34 means a 34% yield). The catalyst is CN(C=O)C. The yield is 0.730. The product is [F:1][C:2]1[CH:7]=[CH:6][C:5]([N:8]2[CH2:23][CH2:22][C:11]3[NH:12][C:13]4[CH:14]=[CH:15][C:16]([C:19]([NH:63][CH:60]5[CH2:59][CH2:58][N:57]([CH2:56][C:52]6[CH:51]=[N:50][CH:55]=[CH:54][CH:53]=6)[CH2:62][CH2:61]5)=[O:21])=[CH:17][C:18]=4[C:10]=3[CH2:9]2)=[CH:4][CH:3]=1. The reactants are [F:1][C:2]1[CH:7]=[CH:6][C:5]([N:8]2[CH2:23][CH2:22][C:11]3[NH:12][C:13]4[CH:14]=[CH:15][C:16]([C:19]([OH:21])=O)=[CH:17][C:18]=4[C:10]=3[CH2:9]2)=[CH:4][CH:3]=1.CN(C(ON1N=NC2C=CC=NC1=2)=[N+](C)C)C.F[P-](F)(F)(F)(F)F.Cl.Cl.[N:50]1[CH:55]=[CH:54][CH:53]=[C:52]([CH2:56][N:57]2[CH2:62][CH2:61][CH:60]([NH2:63])[CH2:59][CH2:58]2)[CH:51]=1.C(N(CC)CC)C.C(=O)(O)[O-].[Na+].